The task is: Regression. Given a peptide amino acid sequence and an MHC pseudo amino acid sequence, predict their binding affinity value. This is MHC class I binding data.. This data is from Peptide-MHC class I binding affinity with 185,985 pairs from IEDB/IMGT. (1) The peptide sequence is VSTGESSILR. The MHC is HLA-A33:01 with pseudo-sequence HLA-A33:01. The binding affinity (normalized) is 0.253. (2) The peptide sequence is GAGDFSHGW. The MHC is HLA-A30:01 with pseudo-sequence HLA-A30:01. The binding affinity (normalized) is 0.0847. (3) The peptide sequence is LGNSRIVI. The MHC is Mamu-A02 with pseudo-sequence Mamu-A02. The binding affinity (normalized) is 0. (4) The peptide sequence is AAVSHLTTL. The MHC is HLA-B07:02 with pseudo-sequence HLA-B07:02. The binding affinity (normalized) is 0.0770. (5) The peptide sequence is RAWGRRLMI. The MHC is HLA-A02:19 with pseudo-sequence HLA-A02:19. The binding affinity (normalized) is 0.0847. (6) The peptide sequence is LQPSDTLLF. The MHC is HLA-A02:03 with pseudo-sequence HLA-A02:03. The binding affinity (normalized) is 0.0847.